Dataset: NCI-60 drug combinations with 297,098 pairs across 59 cell lines. Task: Regression. Given two drug SMILES strings and cell line genomic features, predict the synergy score measuring deviation from expected non-interaction effect. Drug 1: CCCCCOC(=O)NC1=NC(=O)N(C=C1F)C2C(C(C(O2)C)O)O. Drug 2: CC(C)CN1C=NC2=C1C3=CC=CC=C3N=C2N. Cell line: NCI-H322M. Synergy scores: CSS=-3.05, Synergy_ZIP=1.33, Synergy_Bliss=0.667, Synergy_Loewe=-2.88, Synergy_HSA=-2.95.